Dataset: Full USPTO retrosynthesis dataset with 1.9M reactions from patents (1976-2016). Task: Predict the reactants needed to synthesize the given product. (1) Given the product [CH3:1][O:2][C:3](=[O:14])[C:4]1[CH:9]=[CH:8][C:7]([NH:32][CH:27]2[CH2:28][CH2:29][CH2:30][CH2:31][CH:26]2[C:25]([F:24])([F:33])[F:34])=[C:6]([N+:11]([O-:13])=[O:12])[CH:5]=1, predict the reactants needed to synthesize it. The reactants are: [CH3:1][O:2][C:3](=[O:14])[C:4]1[CH:9]=[CH:8][C:7](F)=[C:6]([N+:11]([O-:13])=[O:12])[CH:5]=1.CCN(C(C)C)C(C)C.[F:24][C:25]([F:34])([F:33])[CH:26]1[CH2:31][CH2:30][CH2:29][CH2:28][CH:27]1[NH2:32].Cl. (2) Given the product [Cl:1][C:2]1[CH:3]=[C:4]([C:5](=[N:38][OH:37])[NH2:6])[CH:7]=[C:8]([Cl:28])[C:9]=1[NH:10][C:11]1[C:20]2[CH:21]=[CH:22][N:23]=[C:24]([O:25][CH2:26][CH3:27])[C:19]=2[C:18]2[C:13](=[CH:14][CH:15]=[N:16][CH:17]=2)[N:12]=1, predict the reactants needed to synthesize it. The reactants are: [Cl:1][C:2]1[CH:3]=[C:4]([CH:7]=[C:8]([Cl:28])[C:9]=1[NH:10][C:11]1[C:20]2[CH:21]=[CH:22][N:23]=[C:24]([O:25][CH2:26][CH3:27])[C:19]=2[C:18]2[C:13](=[CH:14][CH:15]=[N:16][CH:17]=2)[N:12]=1)[C:5]#[N:6].C(N(CC)CC)C.[Cl-].[OH:37][NH3+:38]. (3) Given the product [CH3:13][O:12][C:9]1[C:10]([CH3:11])=[C:2]2[C:3]([C:4]([OH:5])=[N:6][C:29]([C:28]3[CH:32]=[CH:33][C:25]([O:24][CH3:23])=[CH:26][CH:27]=3)=[N:1]2)=[CH:7][CH:8]=1, predict the reactants needed to synthesize it. The reactants are: [NH2:1][C:2]1[C:10]([CH3:11])=[C:9]([O:12][CH3:13])[CH:8]=[CH:7][C:3]=1[C:4]([NH2:6])=[O:5].C(N)(=O)C1C=CC=CC=1.[CH3:23][O:24][C:25]1[CH:33]=[CH:32][C:28]([C:29](Cl)=O)=[CH:27][CH:26]=1. (4) Given the product [F:19][C:18]([F:21])([F:20])[C:15]1[N:14]=[C:13]([C:5]2[C:6]3[CH2:12][CH2:11][CH2:10][CH2:9][C:7]=3[S:8][C:4]=2[NH:1][C:2]([N:22]2[CH2:29][CH2:28][CH2:27][C@@H:23]2[C:24]([OH:26])=[O:25])=[O:3])[O:17][N:16]=1, predict the reactants needed to synthesize it. The reactants are: [N:1]([C:4]1[S:8][C:7]2[CH2:9][CH2:10][CH2:11][CH2:12][C:6]=2[C:5]=1[C:13]1[O:17][N:16]=[C:15]([C:18]([F:21])([F:20])[F:19])[N:14]=1)=[C:2]=[O:3].[NH:22]1[CH2:29][CH2:28][CH2:27][C@@H:23]1[C:24]([OH:26])=[O:25]. (5) Given the product [Cl:1][C:2]1[CH:3]=[C:4]([C:8]2[O:12][N:11]=[C:10]([C:13]3[CH:18]=[C:17]([C:19]([F:21])([F:20])[F:22])[CH:16]=[CH:15][C:14]=3[F:23])[C:9]=2[CH:24]([C:26]2[CH:27]=[N:28][CH:29]=[CH:30][CH:31]=2)[OH:25])[CH:5]=[CH:6][CH:7]=1, predict the reactants needed to synthesize it. The reactants are: [Cl:1][C:2]1[CH:3]=[C:4]([C:8]2[O:12][N:11]=[C:10]([C:13]3[CH:18]=[C:17]([C:19]([F:22])([F:21])[F:20])[CH:16]=[CH:15][C:14]=3[F:23])[C:9]=2[C:24]([C:26]2[CH:27]=[N:28][CH:29]=[CH:30][CH:31]=2)=[O:25])[CH:5]=[CH:6][CH:7]=1.[BH4-].[Na+]. (6) Given the product [CH2:21]([NH:25][C:13](=[O:15])[C:12]1[CH:17]=[CH:18][CH:19]=[CH:20][C:11]=1[S:8]([NH:7][C:3]1[CH:2]=[N:1][CH:6]=[CH:5][CH:4]=1)(=[O:9])=[O:10])[CH2:22][CH2:23][CH3:24], predict the reactants needed to synthesize it. The reactants are: [N:1]1[CH:6]=[CH:5][CH:4]=[C:3]([NH:7][S:8]([C:11]2[CH:20]=[CH:19][CH:18]=[CH:17][C:12]=2[C:13]([O:15]C)=O)(=[O:10])=[O:9])[CH:2]=1.[CH2:21]([NH2:25])[CH2:22][CH2:23][CH3:24]. (7) Given the product [C:24]([Si:21]([CH3:23])([CH3:22])[O:20][C@@H:17]1[CH2:18][CH2:19][C@@H:15]([N:14]2[C:7]3=[N:8][C:9]([NH:54][C:51]4[CH:50]=[CH:49][CH:48]=[CH:53][CH:52]=4)=[N:10][CH:11]=[C:6]3[CH2:67][N:69]([C:34]3[CH:37]=[CH:39][C:41]([O:43][CH3:78])=[CH:66][CH:56]=3)[C:74]2=[O:75])[CH2:16]1)([CH3:26])([CH3:27])[CH3:25], predict the reactants needed to synthesize it. The reactants are: C(OC([C:6]1[C:7]([NH:14][C@@H:15]2[CH2:19][CH2:18][C@@H:17]([O:20][Si:21]([C:24]([CH3:27])([CH3:26])[CH3:25])([CH3:23])[CH3:22])[CH2:16]2)=[N:8][C:9](SC)=[N:10][CH:11]=1)=O)C.[H-].[Al+3].[Li+].[H-].[H-].[H-].[C:34]([CH:37]([CH:39]([C:41]([O-:43])=O)O)O)([O-])=O.[Na+].[K+].CO[C:48]1[CH:53]=[CH:52][C:51]([NH2:54])=[CH:50][CH:49]=1.O.[C:56]1([CH3:66])C=CC(S(O)(=O)=O)=CC=1.[CH2:67]([N:69](CC)CC)C.[C:74](Cl)(Cl)=[O:75].[C:78]1(C)C=CC=CC=1.ClC1C=C(C=CC=1)C(OO)=O. (8) The reactants are: C(O)CCCCCCC.C[O-].[Li+].C(OP([O-])OCC)C.C([P:23]([CH2:27][CH2:28][CH2:29][CH2:30][CH2:31][CH2:32][CH2:33][CH3:34])([O-:26])([O-:25])[O-:24])C.C(OP([O-])OCCCCCCCC)CCCCCCC.[OH-].[Na+].Cl. Given the product [CH2:27]([PH:23]([OH:26])([OH:24])[OH:25])[CH2:28][CH2:29][CH2:30][CH2:31][CH2:32][CH2:33][CH3:34], predict the reactants needed to synthesize it.